Dataset: Reaction yield outcomes from USPTO patents with 853,638 reactions. Task: Predict the reaction yield, written as a fraction of the theoretical maximum amount of product (1.0 means a 100% yield; for example, 0.34 means a 34% yield). (1) The reactants are [CH:1]([C:3]1[O:11][C:10]2[C:9]([N:12]3[CH2:17][CH2:16][N:15]([S:18]([NH2:21])(=[O:20])=[O:19])[CH2:14][CH2:13]3)=[CH:8][N:7]=[CH:6][C:5]=2[CH:4]=1)=O.[CH2:22]1[S:28][C:26](=[O:27])[NH:25][C:23]1=[O:24].NCCC(O)=O. The catalyst is C(O)(=O)C. The product is [O:27]=[C:26]1[NH:25][C:23](=[O:24])/[C:22](=[CH:1]/[C:3]2[O:11][C:10]3[C:9]([N:12]4[CH2:13][CH2:14][N:15]([S:18]([NH2:21])(=[O:20])=[O:19])[CH2:16][CH2:17]4)=[CH:8][N:7]=[CH:6][C:5]=3[CH:4]=2)/[S:28]1. The yield is 0.850. (2) The reactants are [CH3:1][C:2]1[CH:6]=[C:5]([CH2:7][C:8]([C:10]2[CH:15]=[CH:14][CH:13]=[CH:12][CH:11]=2)=[O:9])[O:4][N:3]=1.[CH3:16][C:17]1[CH:21]=[C:20]([CH3:22])[O:19]N=1.[Li][CH2:24]CCC.[C:28](#[N:35])C1C=CC=CC=1. The catalyst is C1COCC1. The product is [OH:22][C:20]1[CH:19]=[CH:24][C:16]([NH:35][CH:28]=[C:7]([C:5]2[O:4][N:3]=[C:2]([CH3:1])[CH:6]=2)[C:8]([C:10]2[CH:15]=[CH:14][CH:13]=[CH:12][CH:11]=2)=[O:9])=[CH:17][CH:21]=1. The yield is 0.250. (3) The reactants are [NH2:1][C:2]1[C:7]([C:8]#[N:9])=[C:6](Br)[N:5]=[C:4]([NH:11][C:12](=[O:14])[CH3:13])[CH:3]=1.C([O-])([O-])=O.[Na+].[Na+].[C:21]1(OB(O)O)[CH:26]=[CH:25][CH:24]=[CH:23][CH:22]=1. The catalyst is CN(C=O)C.C1COCC1.O.C1C=CC([P]([Pd]([P](C2C=CC=CC=2)(C2C=CC=CC=2)C2C=CC=CC=2)([P](C2C=CC=CC=2)(C2C=CC=CC=2)C2C=CC=CC=2)[P](C2C=CC=CC=2)(C2C=CC=CC=2)C2C=CC=CC=2)(C2C=CC=CC=2)C2C=CC=CC=2)=CC=1. The product is [NH2:1][C:2]1[C:7]([C:8]#[N:9])=[C:6]([C:21]2[CH:26]=[CH:25][CH:24]=[CH:23][CH:22]=2)[N:5]=[C:4]([NH:11][C:12](=[O:14])[CH3:13])[CH:3]=1. The yield is 0.720. (4) The reactants are [OH-].[OH-].[C:3]1([B+2])[CH:8]=[CH:7]C=[CH:5][CH:4]=1.[F-].[Cs+].Br[C:13]1[CH:14]=[C:15]([CH3:20])[CH:16]=[C:17]([CH3:19])[CH:18]=1.O1CCOC[CH2:22]1. The catalyst is C([O-])(=O)C.[Pd+2].C([O-])(=O)C.CC1C=CC=C(C)C=1NCCCCCC. The product is [CH3:22][C:13]1[CH:14]=[C:15]([C:20]2[CH:7]=[CH:8][CH:3]=[CH:4][CH:5]=2)[CH:16]=[C:17]([CH3:19])[CH:18]=1. The yield is 0.940. (5) The reactants are [H-].[Al+3].[Li+].[H-].[H-].[H-].[CH3:7][O:8][C:9]1[CH:14]=[CH:13][C:12]([CH2:15][CH2:16][CH2:17][CH2:18][N:19]=[N+]=[N-])=[CH:11][CH:10]=1.O. The catalyst is C1COCC1. The product is [CH3:7][O:8][C:9]1[CH:14]=[CH:13][C:12]([CH2:15][CH2:16][CH2:17][CH2:18][NH2:19])=[CH:11][CH:10]=1. The yield is 0.940. (6) The reactants are [CH3:1][C@@H:2]1[CH2:7][CH2:6][N:5]([C:8]([O:10][C:11]([CH3:14])([CH3:13])[CH3:12])=[O:9])[CH2:4][C@@H:3]1[C:15]1[N:19]2[C:20]3[CH:26]=[CH:25][N:24](S(C4C=CC(C)=CC=4)(=O)=O)[C:21]=3[N:22]=[CH:23][C:18]2=[CH:17][N:16]=1.[OH-].[Na+].Cl. The catalyst is O1CCOCC1. The product is [C:15]1([C@@H:3]2[C@H:2]([CH3:1])[CH2:7][CH2:6][N:5]([C:8]([O:10][C:11]([CH3:12])([CH3:14])[CH3:13])=[O:9])[CH2:4]2)[N:19]2[C:20]3[CH:26]=[CH:25][NH:24][C:21]=3[N:22]=[CH:23][C:18]2=[CH:17][N:16]=1. The yield is 0.990.